The task is: Predict the reaction yield, written as a fraction of the theoretical maximum amount of product (1.0 means a 100% yield; for example, 0.34 means a 34% yield).. This data is from Reaction yield outcomes from USPTO patents with 853,638 reactions. (1) The catalyst is CC(C)=O. The reactants are [CH3:1][C:2]1([CH3:10])[CH2:7][C:6](=[O:8])[NH:5][C:4](=[O:9])[CH2:3]1.C([O-])([O-])=O.[K+].[K+].Br[CH2:18][C:19]1[CH:24]=[CH:23][CH:22]=[CH:21][CH:20]=1. The yield is 0.920. The product is [CH2:18]([N:5]1[C:6](=[O:8])[CH2:7][C:2]([CH3:10])([CH3:1])[CH2:3][C:4]1=[O:9])[C:19]1[CH:24]=[CH:23][CH:22]=[CH:21][CH:20]=1. (2) The reactants are [C:1]([C:5]1[CH:6]=[C:7]([C:16]2[CH:17]=[C:18]([C:36]3[CH:41]=[CH:40][C:39]([C:42]([O:44][CH2:45][CH3:46])=[O:43])=[CH:38][CH:37]=3)[CH:19]=[CH:20][C:21]=2[CH2:22][CH2:23][CH2:24][N:25]2C(=O)C3C(=CC=CC=3)C2=O)[CH:8]=[CH:9][C:10]=1[N:11]([CH2:14][CH3:15])[CH2:12][CH3:13])([CH3:4])([CH3:3])[CH3:2].O.NN. The catalyst is C(O)C. The product is [C:1]([C:5]1[CH:6]=[C:7]([C:16]2[CH:17]=[C:18]([C:36]3[CH:41]=[CH:40][C:39]([C:42]([O:44][CH2:45][CH3:46])=[O:43])=[CH:38][CH:37]=3)[CH:19]=[CH:20][C:21]=2[CH2:22][CH2:23][CH2:24][NH2:25])[CH:8]=[CH:9][C:10]=1[N:11]([CH2:14][CH3:15])[CH2:12][CH3:13])([CH3:3])([CH3:4])[CH3:2]. The yield is 0.770. (3) The reactants are Br[C:2]1[CH:7]=[C:6]([F:8])[CH:5]=[C:4]([F:9])[CH:3]=1.[O:10]1[CH2:13][C:12](=[O:14])[CH2:11]1. The catalyst is C1COCC1. The product is [F:9][C:4]1[CH:3]=[C:2]([C:12]2([OH:14])[CH2:13][O:10][CH2:11]2)[CH:7]=[C:6]([F:8])[CH:5]=1. The yield is 0.560. (4) The reactants are [O:1]1[C:5]2([CH2:10][CH2:9][CH:8]([NH:11][C:12]3[N:16]=[C:15]([C:17]([F:20])([F:19])[F:18])[NH:14][N:13]=3)[CH2:7][CH2:6]2)[O:4][CH2:3][CH2:2]1.[C:21]([C:23]1[CH:28]=[CH:27][CH:26]=[CH:25][C:24]=1[C:29]1[CH:34]=[CH:33][C:32]([CH2:35][CH:36]([C:42](=O)[CH2:43][CH2:44][CH3:45])[C:37](OCC)=[O:38])=[CH:31][CH:30]=1)#[N:22].N12CCCN=C1CCCCC2. The catalyst is C(N(CC)C1C=CC=CC=1)C.C(OCC)(=O)C. The product is [O:1]1[C:5]2([CH2:10][CH2:9][CH:8]([N:11]3[C:37](=[O:38])[C:36]([CH2:35][C:32]4[CH:33]=[CH:34][C:29]([C:24]5[C:23]([C:21]#[N:22])=[CH:28][CH:27]=[CH:26][CH:25]=5)=[CH:30][CH:31]=4)=[C:42]([CH2:43][CH2:44][CH3:45])[N:13]4[N:14]=[C:15]([C:17]([F:20])([F:18])[F:19])[N:16]=[C:12]34)[CH2:7][CH2:6]2)[O:4][CH2:3][CH2:2]1. The yield is 0.410. (5) The reactants are Br[C:2]1[C:3]([O:9][CH2:10][CH3:11])=[N:4][CH:5]=[C:6]([Cl:8])[CH:7]=1.[C:12]([C:15]1[CH:20]=[CH:19][C:18](B(O)O)=[CH:17][CH:16]=1)(=[O:14])[CH3:13].C(=O)([O-])[O-].[Na+].[Na+]. The catalyst is C1C=CC([P]([Pd]([P](C2C=CC=CC=2)(C2C=CC=CC=2)C2C=CC=CC=2)([P](C2C=CC=CC=2)(C2C=CC=CC=2)C2C=CC=CC=2)[P](C2C=CC=CC=2)(C2C=CC=CC=2)C2C=CC=CC=2)(C2C=CC=CC=2)C2C=CC=CC=2)=CC=1.COCCOC. The product is [Cl:8][C:6]1[CH:7]=[C:2]([C:18]2[CH:19]=[CH:20][C:15]([C:12](=[O:14])[CH3:13])=[CH:16][CH:17]=2)[C:3]([O:9][CH2:10][CH3:11])=[N:4][CH:5]=1. The yield is 0.650. (6) The reactants are C(=O)([O-])[O-].[K+].[K+].[CH2:7]([C:9]1[CH:10]=[C:11]([OH:15])[CH:12]=[CH:13][CH:14]=1)[CH3:8].[CH2:16](Br)[C:17]1[CH:22]=[CH:21][CH:20]=[CH:19][CH:18]=1. The catalyst is CN(C)C=O. The product is [CH2:7]([C:9]1[CH:14]=[CH:13][CH:12]=[C:11]([O:15][CH2:16][C:17]2[CH:22]=[CH:21][CH:20]=[CH:19][CH:18]=2)[CH:10]=1)[CH3:8]. The yield is 0.930. (7) The reactants are [C:1]([NH:6][CH2:7][CH2:8][CH2:9][CH2:10][CH2:11][CH2:12][CH2:13][CH2:14][CH2:15][CH2:16][CH2:17][C:18]([OH:20])=[O:19])(=[O:5])[C:2]([CH3:4])=[CH2:3].[OH:21][CH2:22][CH2:23][NH:24][C:25](=[O:28])[CH:26]=[CH2:27].C(OCC)C. The catalyst is CO.N(C(C)(C)C#N)=NC(C)(C)C#N. The product is [C:1]([NH:6][CH2:7][CH2:8][CH2:9][CH2:10][CH2:11][CH2:12][CH2:13][CH2:14][CH2:15][CH2:16][CH2:17][C:18]([OH:20])=[O:19])(=[O:5])[C:2]([CH3:4])=[CH2:3].[CH2:27]=[CH:26][C:25]([NH:24][CH2:23][CH2:22][OH:21])=[O:28]. The yield is 0.845. (8) The reactants are C[O-].[Na+].[C:4]([C:7]1[CH:14]=[CH:13][CH:12]=[CH:11][C:8]=1[CH:9]=[O:10])([OH:6])=O.[C:15]1([C:24]2[C:19](=[CH:20][CH:21]=[CH:22][CH:23]=2)[CH2:18]O1)=[O:16]. The catalyst is C(OCC)(=O)C. The product is [CH:20]1[C:19]2[C:18]3[C:9](=[O:10])[C:8]4[CH:11]=[CH:12][CH:13]=[CH:14][C:7]=4[C:4]=3[O:6][C:15](=[O:16])[C:24]=2[CH:23]=[CH:22][CH:21]=1. The yield is 0.860. (9) The reactants are Br[C:2]1[CH:3]=[C:4]([CH2:9][N:10]2[CH2:15][CH2:14][CH2:13][CH2:12][CH2:11]2)[C:5]([NH2:8])=[N:6][CH:7]=1.[C:16]([O:20][C:21]([CH3:24])([CH3:23])[CH3:22])(=[O:19])[CH:17]=[CH2:18].C(N(C(C)C)C(C)C)C.CC1C=CC=CC=1P(C1C=CC=CC=1C)C1C=CC=CC=1C. The catalyst is C(C#N)C.CC([O-])=O.CC([O-])=O.[Pd+2]. The product is [C:21]([O:20][C:16](=[O:19])/[CH:17]=[CH:18]/[C:2]1[CH:7]=[N:6][C:5]([NH2:8])=[C:4]([CH2:9][N:10]2[CH2:15][CH2:14][CH2:13][CH2:12][CH2:11]2)[CH:3]=1)([CH3:24])([CH3:23])[CH3:22]. The yield is 0.600.